Dataset: Forward reaction prediction with 1.9M reactions from USPTO patents (1976-2016). Task: Predict the product of the given reaction. (1) Given the reactants [NH2:1][C@H:2]1[CH2:7][CH2:6][CH2:5][N:4]([CH2:8][C:9]2[C:30]([C:31]([F:34])([F:33])[F:32])=[CH:29][C:12]([C:13]([NH:15][CH2:16][C:17]3[CH:22]=[C:21]([Cl:23])[CH:20]=[CH:19][C:18]=3[S:24]([CH2:27][CH3:28])(=[O:26])=[O:25])=[O:14])=[CH:11][C:10]=2[Br:35])[CH2:3]1.[CH3:36][C:37]([O:40][C:41]([NH:43][CH2:44][C:45](O)=[O:46])=[O:42])([CH3:39])[CH3:38].CN(C(ON1N=NC2C=CC=NC1=2)=[N+](C)C)C.F[P-](F)(F)(F)(F)F, predict the reaction product. The product is: [Br:35][C:10]1[CH:11]=[C:12]([C:13](=[O:14])[NH:15][CH2:16][C:17]2[CH:22]=[C:21]([Cl:23])[CH:20]=[CH:19][C:18]=2[S:24]([CH2:27][CH3:28])(=[O:26])=[O:25])[CH:29]=[C:30]([C:31]([F:34])([F:33])[F:32])[C:9]=1[CH2:8][N:4]1[CH2:5][CH2:6][CH2:7][C@H:2]([NH:1][C:45](=[O:46])[CH2:44][NH:43][C:41](=[O:42])[O:40][C:37]([CH3:36])([CH3:38])[CH3:39])[CH2:3]1. (2) Given the reactants [N:1]([C:4]1[CH:5]=[C:6]([CH:10]=[C:11]([CH3:14])[C:12]=1[CH3:13])[C:7]([OH:9])=[O:8])=[N+:2]=[N-:3].[C:15]([C:17]1[CH:18]=[N:19][CH:20]=[CH:21][CH:22]=1)#[CH:16], predict the reaction product. The product is: [CH3:14][C:11]1[CH:10]=[C:6]([CH:5]=[C:4]([N:1]2[CH:16]=[C:15]([C:17]3[CH:18]=[N:19][CH:20]=[CH:21][CH:22]=3)[N:3]=[N:2]2)[C:12]=1[CH3:13])[C:7]([OH:9])=[O:8]. (3) Given the reactants [S:1]1[CH:5]=[CH:4][C:3]([CH2:6][C:7]([OH:9])=O)=[CH:2]1.[CH3:10][O:11][NH:12][CH3:13].CCN=C=NCCCN(C)C.C1C=CC2N(O)N=NC=2C=1.Cl, predict the reaction product. The product is: [CH3:10][O:11][N:12]([CH3:13])[C:7](=[O:9])[CH2:6][C:3]1[CH:4]=[CH:5][S:1][CH:2]=1. (4) Given the reactants [F:1][C:2]1[CH:44]=[CH:43][C:5]([CH2:6][S:7][C:8]2[N:13]([CH2:14][C:15]3[N:16]([CH2:22][C:23]4[CH:28]=[CH:27][C:26]([C:29]5[CH:34]=[CH:33][C:32]([C:35]([F:38])([F:37])[F:36])=[CH:31][CH:30]=5)=[CH:25][CH:24]=4)[C:17]([CH:20]=O)=[N:18][N:19]=3)[C:12]3[CH2:39][CH2:40][CH2:41][C:11]=3[C:10](=[O:42])[N:9]=2)=[CH:4][CH:3]=1.Cl.[CH3:46][NH:47][CH3:48].CCN(C(C)C)C(C)C, predict the reaction product. The product is: [CH3:46][N:47]([CH2:20][C:17]1[N:16]([CH2:22][C:23]2[CH:28]=[CH:27][C:26]([C:29]3[CH:34]=[CH:33][C:32]([C:35]([F:37])([F:36])[F:38])=[CH:31][CH:30]=3)=[CH:25][CH:24]=2)[C:15]([CH2:14][N:13]2[C:12]3[CH2:39][CH2:40][CH2:41][C:11]=3[C:10](=[O:42])[N:9]=[C:8]2[S:7][CH2:6][C:5]2[CH:43]=[CH:44][C:2]([F:1])=[CH:3][CH:4]=2)=[N:19][N:18]=1)[CH3:48].